This data is from Full USPTO retrosynthesis dataset with 1.9M reactions from patents (1976-2016). The task is: Predict the reactants needed to synthesize the given product. The reactants are: [Br:1][C:2]1[CH:3]=[CH:4][C:5]([C:8](=[O:10])[CH3:9])=[N:6][CH:7]=1.[BrH:11].O.BrBr. Given the product [Br:11][CH2:9][C:8]([C:5]1[CH:4]=[CH:3][C:2]([Br:1])=[CH:7][N:6]=1)=[O:10], predict the reactants needed to synthesize it.